The task is: Regression. Given two drug SMILES strings and cell line genomic features, predict the synergy score measuring deviation from expected non-interaction effect.. This data is from NCI-60 drug combinations with 297,098 pairs across 59 cell lines. (1) Drug 1: COC1=CC(=CC(=C1O)OC)C2C3C(COC3=O)C(C4=CC5=C(C=C24)OCO5)OC6C(C(C7C(O6)COC(O7)C8=CC=CS8)O)O. Drug 2: CCCS(=O)(=O)NC1=C(C(=C(C=C1)F)C(=O)C2=CNC3=C2C=C(C=N3)C4=CC=C(C=C4)Cl)F. Cell line: UACC-257. Synergy scores: CSS=33.0, Synergy_ZIP=-5.88, Synergy_Bliss=-7.90, Synergy_Loewe=-8.02, Synergy_HSA=-5.84. (2) Drug 1: CC(CN1CC(=O)NC(=O)C1)N2CC(=O)NC(=O)C2. Drug 2: CN1C2=C(C=C(C=C2)N(CCCl)CCCl)N=C1CCCC(=O)O.Cl. Cell line: HS 578T. Synergy scores: CSS=29.8, Synergy_ZIP=3.19, Synergy_Bliss=5.35, Synergy_Loewe=2.56, Synergy_HSA=5.98.